Dataset: Reaction yield outcomes from USPTO patents with 853,638 reactions. Task: Predict the reaction yield, written as a fraction of the theoretical maximum amount of product (1.0 means a 100% yield; for example, 0.34 means a 34% yield). (1) The reactants are N#N.[Cl:3][C:4]1[CH:17]=[CH:16][C:7]2[N:8]([CH3:15])[C:9](=[O:14])[CH2:10][NH:11][C:12](=O)[C:6]=2[CH:5]=1.O=P(Cl)(Cl)[Cl:20]. The catalyst is C1(C)C=CC=CC=1. The product is [Cl:20][C:12]1[C:6]2[CH:5]=[C:4]([Cl:3])[CH:17]=[CH:16][C:7]=2[N:8]([CH3:15])[C:9](=[O:14])[CH2:10][N:11]=1. The yield is 0.875. (2) The reactants are [Cl:1][C:2]1[CH:6]=[CH:5][S:4][C:3]=1[C:7]1[O:11][N:10]=[C:9]([NH2:12])[N:8]=1.C(N[C:16]([C:18]1S[CH:20]=[CH:21][C:22]=1[Cl:23])=O)#N.Cl.NO.O.N1C=CC=[CH:30][CH:29]=1. No catalyst specified. The product is [Cl:23][C:22]1[CH:21]=[CH:20][C:29]([CH:30]=[N:12][C:9]2[N:8]=[C:7]([C:3]3[S:4][CH:5]=[CH:6][C:2]=3[Cl:1])[O:11][N:10]=2)=[CH:16][CH:18]=1. The yield is 0.370.